From a dataset of Full USPTO retrosynthesis dataset with 1.9M reactions from patents (1976-2016). Predict the reactants needed to synthesize the given product. (1) Given the product [CH3:4][O:3][C:1]([CH:5]1[CH2:6][CH2:7][CH:8]([C:11](=[O:13])[C:22]2[CH:23]=[CH:24][CH:25]=[CH:26][C:21]=2[O:20][CH3:19])[CH2:9][CH2:10]1)=[O:2], predict the reactants needed to synthesize it. The reactants are: [C:1]([C@H:5]1[CH2:10][CH2:9][C@H:8]([C:11]([OH:13])=O)[CH2:7][CH2:6]1)([O:3][CH3:4])=[O:2].S(Cl)(Cl)=O.[I-].[CH3:19][O:20][C:21]1[CH:26]=[CH:25][CH:24]=[CH:23][C:22]=1[Zn+]. (2) Given the product [NH2:1][C:2]1[S:3][C:4]([C:17]2[CH:22]=[CH:21][CH:20]=[C:19]([F:23])[CH:18]=2)=[C:5]([C:7]([N:9]2[C@H:14]([CH2:15][NH:16][C:36]([C:28]3[CH:27]=[C:26]([O:25][CH3:24])[C:35]4[C:30](=[CH:31][CH:32]=[CH:33][CH:34]=4)[N:29]=3)=[O:37])[CH2:13][C@H:12]3[C@@H:10]2[CH2:11]3)=[O:8])[N:6]=1, predict the reactants needed to synthesize it. The reactants are: [NH2:1][C:2]1[S:3][C:4]([C:17]2[CH:22]=[CH:21][CH:20]=[C:19]([F:23])[CH:18]=2)=[C:5]([C:7]([N:9]2[C@H:14]([CH2:15][NH2:16])[CH2:13][C@H:12]3[C@@H:10]2[CH2:11]3)=[O:8])[N:6]=1.[CH3:24][O:25][C:26]1[C:35]2[C:30](=[CH:31][CH:32]=[CH:33][CH:34]=2)[N:29]=[C:28]([C:36](O)=[O:37])[CH:27]=1.